This data is from Forward reaction prediction with 1.9M reactions from USPTO patents (1976-2016). The task is: Predict the product of the given reaction. (1) The product is: [Cl:43][C:44]1[CH:51]=[CH:50][C:47]([CH2:48][NH:49][C:15]([C:6]2[C:5](=[O:18])[C:4]3[C:9](=[N:10][C:11]([O:12][CH3:13])=[C:2]([I:1])[CH:3]=3)[N:8]([CH3:14])[CH:7]=2)=[O:17])=[CH:46][CH:45]=1. Given the reactants [I:1][C:2]1[CH:3]=[C:4]2[C:9](=[N:10][C:11]=1[O:12][CH3:13])[N:8]([CH3:14])[CH:7]=[C:6]([C:15]([OH:17])=O)[C:5]2=[O:18].C1C=CC(OP(Cl)(OC2C=CC=CC=2)=O)=CC=1.C(N(CC)CC)C.[Cl:43][C:44]1[CH:51]=[CH:50][C:47]([CH2:48][NH2:49])=[CH:46][CH:45]=1, predict the reaction product. (2) Given the reactants [H-].[Na+].[NH2:3][C:4]1[O:8][C:7]([C:9]([O:11][CH2:12][CH3:13])=[O:10])=[N:6][N:5]=1.[C:14](O[C:14]([O:16][C:17]([CH3:20])([CH3:19])[CH3:18])=[O:15])([O:16][C:17]([CH3:20])([CH3:19])[CH3:18])=[O:15], predict the reaction product. The product is: [C:17]([O:16][C:14]([NH:3][C:4]1[O:8][C:7]([C:9]([O:11][CH2:12][CH3:13])=[O:10])=[N:6][N:5]=1)=[O:15])([CH3:20])([CH3:19])[CH3:18]. (3) Given the reactants [NH2:1][C:2]1[S:6][C:5]([C:7]([O:9]CC)=O)=[N:4][N:3]=1.C(O)C.[CH3:15][NH2:16], predict the reaction product. The product is: [NH2:1][C:2]1[S:6][C:5]([C:7]([NH:16][CH3:15])=[O:9])=[N:4][N:3]=1. (4) Given the reactants BrC1N=C(NC2C=CC(C3CCN(C(OC(C)(C)C)=O)CC3)=CC=2)C(=O)N(C)C=1.[CH3:30][CH:31]1[CH2:34][N:33]([C:35]2[CH:36]=[CH:37][C:38]([NH2:41])=[N:39][CH:40]=2)[CH2:32]1.Br[C:43]1[C:44](=[O:51])[N:45]([CH3:50])[CH:46]=[C:47]([Br:49])[CH:48]=1, predict the reaction product. The product is: [Br:49][C:47]1[CH:48]=[C:43]([NH:41][C:38]2[CH:37]=[CH:36][C:35]([N:33]3[CH2:34][CH:31]([CH3:30])[CH2:32]3)=[CH:40][N:39]=2)[C:44](=[O:51])[N:45]([CH3:50])[CH:46]=1.